From a dataset of Forward reaction prediction with 1.9M reactions from USPTO patents (1976-2016). Predict the product of the given reaction. Given the reactants [Br:1][C:2]1[CH:7]=[CH:6][CH:5]=[CH:4][C:3]=1[CH2:8][N:9]1[C:14](=[O:15])[C:13]([C:16]([NH:18][CH2:19][C:20]([O:22]CC)=[O:21])=[O:17])=[C:12]([OH:25])[C:11]([C:26]([O:28]C)=O)=[C:10]1[OH:30].[CH:31]1([NH2:37])[CH2:36][CH2:35][CH2:34][CH2:33][CH2:32]1.Cl, predict the reaction product. The product is: [Br:1][C:2]1[CH:7]=[CH:6][CH:5]=[CH:4][C:3]=1[CH2:8][N:9]1[C:10]([OH:30])=[C:11]([C:26]([NH:37][CH:31]2[CH2:36][CH2:35][CH2:34][CH2:33][CH2:32]2)=[O:28])[C:12]([OH:25])=[C:13]([C:16]([NH:18][CH2:19][C:20]([OH:22])=[O:21])=[O:17])[C:14]1=[O:15].